Predict the reactants needed to synthesize the given product. From a dataset of Full USPTO retrosynthesis dataset with 1.9M reactions from patents (1976-2016). (1) Given the product [CH3:1][O:2][C:3]1[C:11]([O:12][CH3:13])=[C:10]([O:14][CH3:15])[CH:9]=[C:8]2[C:4]=1[CH2:5][CH2:6][C:7]2=[O:16], predict the reactants needed to synthesize it. The reactants are: [CH3:1][O:2][C:3]1[C:11]([O:12][CH3:13])=[C:10]([O:14][CH3:15])[CH:9]=[C:8]2[C:4]=1[CH:5](C1C=C(OC)C(OC)=C(OC)C=1)[CH2:6][C:7]2=[O:16].C(=O)([O-])[O-].[K+].[K+].C1OC2C=CC(C=O)=CC=2O1.Cl. (2) Given the product [Cl:27][C:24]1[CH:25]=[CH:26][C:21]([CH:8]2[C:5]3[N:6]([CH3:7])[C:2]([N:28]4[CH2:33][CH2:32][O:31][CH2:30][CH2:29]4)=[N:3][C:4]=3[C:10](=[O:11])[N:9]2[C:12]2[CH:17]=[C:16]([CH3:36])[C:15](=[O:19])[N:14]([CH3:20])[CH:13]=2)=[CH:22][CH:23]=1, predict the reactants needed to synthesize it. The reactants are: Br[C:2]1[N:6]([CH3:7])[C:5]2[CH:8]([C:21]3[CH:26]=[CH:25][C:24]([Cl:27])=[CH:23][CH:22]=3)[N:9]([C:12]3[CH:17]=[C:16](Cl)[C:15](=[O:19])[N:14]([CH3:20])[CH:13]=3)[C:10](=[O:11])[C:4]=2[N:3]=1.[NH:28]1[CH2:33][CH2:32][O:31][CH2:30][CH2:29]1.[F-].[Cs+].[CH3:36]S(C)=O.